From a dataset of Forward reaction prediction with 1.9M reactions from USPTO patents (1976-2016). Predict the product of the given reaction. (1) Given the reactants Cl[C:2]1[CH:3]=[N:4][CH:5]=[C:6]([Cl:17])[C:7]=1[N:8]1[CH2:13][CH2:12][CH:11]([C:14]([NH2:16])=[O:15])[CH2:10][CH2:9]1.[CH3:18][O:19][C:20]1[N:25]=[CH:24][C:23](B(O)O)=[CH:22][N:21]=1.C(=O)([O-])[O-].[Na+].[Na+], predict the reaction product. The product is: [Cl:17][C:6]1[CH:5]=[N:4][CH:3]=[C:2]([C:23]2[CH:22]=[N:21][C:20]([O:19][CH3:18])=[N:25][CH:24]=2)[C:7]=1[N:8]1[CH2:13][CH2:12][CH:11]([C:14]([NH2:16])=[O:15])[CH2:10][CH2:9]1. (2) Given the reactants [C:1]([O:5][C:6]([N:8]1[C:13]2[CH:14]=[C:15]([Cl:19])[C:16]([NH2:18])=[CH:17][C:12]=2[O:11][CH:10]([C:20]([O:22][CH3:23])=C)[CH2:9]1)=[O:7])([CH3:4])([CH3:3])[CH3:2].[C:24](O[C:24]([O:26][C:27]([CH3:30])([CH3:29])[CH3:28])=[O:25])([O:26][C:27]([CH3:30])([CH3:29])[CH3:28])=[O:25].C1C[O:42]CC1.O1CCOCC1, predict the reaction product. The product is: [CH3:23][O:22][C:20]([CH:10]1[CH2:9][N:8]([C:6]([O:5][C:1]([CH3:3])([CH3:4])[CH3:2])=[O:7])[C:13]2[CH:14]=[C:15]([Cl:19])[C:16]([NH:18][C:24]([O:26][C:27]([CH3:30])([CH3:29])[CH3:28])=[O:25])=[CH:17][C:12]=2[O:11]1)=[O:42]. (3) Given the reactants [F:1][C:2]1[CH:3]=[C:4]2[C:8](=[CH:9][CH:10]=1)[NH:7][CH:6]=[C:5]2[C:11]1[CH:16]=[CH:15][N:14]=[C:13]([NH:17][C:18]2[CH:23]=[CH:22][C:21]([N:24]3[CH2:29][CH2:28][NH:27][CH2:26][CH2:25]3)=[CH:20][CH:19]=2)[N:12]=1.[CH:30]1([C:33](O)=[O:34])[CH2:32][CH2:31]1.C(N(CC)CC)C, predict the reaction product. The product is: [CH:30]1([C:33]([N:27]2[CH2:28][CH2:29][N:24]([C:21]3[CH:20]=[CH:19][C:18]([NH:17][C:13]4[N:12]=[C:11]([C:5]5[C:4]6[C:8](=[CH:9][CH:10]=[C:2]([F:1])[CH:3]=6)[NH:7][CH:6]=5)[CH:16]=[CH:15][N:14]=4)=[CH:23][CH:22]=3)[CH2:25][CH2:26]2)=[O:34])[CH2:32][CH2:31]1. (4) Given the reactants [H-].[Na+].[CH3:3]I.[C:5]([O:9][C:10]([N:12]1[CH2:16][C@H:15]([OH:17])[CH2:14][C@@H:13]1[C:18]([OH:20])=[O:19])=[O:11])([CH3:8])([CH3:7])[CH3:6].Cl.[Na+].[Cl-], predict the reaction product. The product is: [C:5]([O:9][C:10]([N:12]1[CH2:16][C@H:15]([O:17][CH3:3])[CH2:14][C@@H:13]1[C:18]([OH:20])=[O:19])=[O:11])([CH3:8])([CH3:6])[CH3:7].